Task: Predict the reactants needed to synthesize the given product.. Dataset: Full USPTO retrosynthesis dataset with 1.9M reactions from patents (1976-2016) (1) Given the product [N:1]1([CH:6]([C:10]2[CH:15]=[CH:14][C:13]([NH:16][C:17](=[O:24])[CH2:18][CH2:19][CH2:20][C:21]([O:23][CH2:30][CH3:31])=[O:22])=[CH:12][CH:11]=2)[CH:7]([CH3:9])[CH3:8])[CH:5]=[CH:4][N:3]=[CH:2]1, predict the reactants needed to synthesize it. The reactants are: [N:1]1([CH:6]([C:10]2[CH:15]=[CH:14][C:13]([NH:16][C:17](=[O:24])[CH2:18][CH2:19][CH2:20][C:21]([OH:23])=[O:22])=[CH:12][CH:11]=2)[CH:7]([CH3:9])[CH3:8])[CH:5]=[CH:4][N:3]=[CH:2]1.OS(O)(=O)=O.[CH2:30](O)[CH3:31]. (2) Given the product [Br:1][C:2]1[CH:10]=[C:9]2[C:5]([C:6]([CH2:11][N:12]([CH3:20])[C:13](=[O:19])[O:14][C:15]([CH3:16])([CH3:17])[CH3:18])=[CH:7][N:8]2[S:32]([C:28]2[CH:29]=[CH:30][CH:31]=[C:26]([O:25][CH:24]([F:23])[F:36])[CH:27]=2)(=[O:34])=[O:33])=[CH:4][CH:3]=1, predict the reactants needed to synthesize it. The reactants are: [Br:1][C:2]1[CH:10]=[C:9]2[C:5]([C:6]([CH2:11][N:12]([CH3:20])[C:13](=[O:19])[O:14][C:15]([CH3:18])([CH3:17])[CH3:16])=[CH:7][NH:8]2)=[CH:4][CH:3]=1.[H-].[Na+].[F:23][CH:24]([F:36])[O:25][C:26]1[CH:27]=[C:28]([S:32](Cl)(=[O:34])=[O:33])[CH:29]=[CH:30][CH:31]=1.[Cl-].[NH4+]. (3) Given the product [OH:31][C@H:28]1[CH2:29][CH2:30][C@H:25]([NH:24][C:20]2[N:19]=[C:18]([N:14]3[C:15]4[C:11](=[CH:10][C:9]([OH:8])=[CH:17][CH:16]=4)[CH:12]=[CH:13]3)[CH:23]=[CH:22][N:21]=2)[CH2:26][CH2:27]1, predict the reactants needed to synthesize it. The reactants are: C([O:8][C:9]1[CH:10]=[C:11]2[C:15](=[CH:16][CH:17]=1)[N:14]([C:18]1[CH:23]=[CH:22][N:21]=[C:20]([NH:24][CH:25]3[CH2:30][CH2:29][CH:28]([OH:31])[CH2:27][CH2:26]3)[N:19]=1)[CH:13]=[CH:12]2)C1C=CC=CC=1. (4) Given the product [F:66][C:67]1[CH:72]=[CH:71][C:70]([F:73])=[CH:69][C:68]=1[C:74]1[CH:79]=[C:78]([NH:80][C:48]2[CH:53]=[CH:52][N:51]=[C:50]3[CH:49]=[N:56][N:55]([CH2:57][C:58]4[CH:59]=[CH:60][C:61]([O:64][CH3:65])=[CH:62][CH:63]=4)[C:54]=23)[C:77]([CH3:81])=[CH:76][N:75]=1.[F:66][C:67]1[CH:72]=[CH:71][C:70]([F:73])=[CH:69][C:68]=1[C:74]1[CH:79]=[C:78]([NH:80][C:48]2[C:49]3[C:50](=[CH:54][N:55]([CH2:57][C:58]4[CH:63]=[CH:62][C:61]([O:64][CH3:65])=[CH:60][CH:59]=4)[N:56]=3)[N:51]=[CH:52][CH:53]=2)[C:77]([CH3:81])=[CH:76][N:75]=1, predict the reactants needed to synthesize it. The reactants are: C1C=CC(P(C2C=CC3C(=CC=CC=3)C=2C2C3C(=CC=CC=3)C=CC=2P(C2C=CC=CC=2)C2C=CC=CC=2)C2C=CC=CC=2)=CC=1.I[C:48]1[C:49]2[C:50](=[CH:54][N:55]([CH2:57][C:58]3[CH:63]=[CH:62][C:61]([O:64][CH3:65])=[CH:60][CH:59]=3)[N:56]=2)[N:51]=[CH:52][CH:53]=1.[F:66][C:67]1[CH:72]=[CH:71][C:70]([F:73])=[CH:69][C:68]=1[C:74]1[CH:79]=[C:78]([NH2:80])[C:77]([CH3:81])=[CH:76][N:75]=1.CC([O-])(C)C.[Na+]. (5) Given the product [N:9]1[CH:10]=[CH:11][CH:12]=[CH:13][C:8]=1[C:2]1[N:1]=[C:6]([NH:7][C:20]([NH:19][C:17](=[O:18])[O:16][CH2:14][CH3:15])=[S:21])[CH:5]=[CH:4][CH:3]=1, predict the reactants needed to synthesize it. The reactants are: [N:1]1[C:6]([NH2:7])=[CH:5][CH:4]=[CH:3][C:2]=1[C:8]1[CH:13]=[CH:12][CH:11]=[CH:10][N:9]=1.[CH2:14]([O:16][C:17]([N:19]=[C:20]=[S:21])=[O:18])[CH3:15].C(OCC)(=O)C.